Dataset: Full USPTO retrosynthesis dataset with 1.9M reactions from patents (1976-2016). Task: Predict the reactants needed to synthesize the given product. (1) Given the product [C:5]([C:22]([NH:7][C:8]1[CH:9]=[CH:10][C:11]([CH2:14][CH2:15][CH2:16][C:17]([O:19][CH3:20])=[O:18])=[CH:12][CH:13]=1)([CH3:24])[CH3:21])#[N:6], predict the reactants needed to synthesize it. The reactants are: [Si]([C:5]#[N:6])(C)(C)C.[NH2:7][C:8]1[CH:13]=[CH:12][C:11]([CH2:14][CH2:15][CH2:16][C:17]([O:19][CH3:20])=[O:18])=[CH:10][CH:9]=1.[CH3:21][C:22]([CH3:24])=O. (2) Given the product [CH:1]1([N:7]([C:8]2[N:9]([C:17]3[CH:18]=[CH:19][CH:20]=[CH:21][CH:22]=3)[N:10]=[C:11]3[C:16]=2[CH:15]=[CH:14][CH:13]=[CH:12]3)[C:31]([NH:30][C:25]2[CH:26]=[CH:27][CH:28]=[CH:29][C:24]=2[F:23])=[O:32])[CH2:6][CH2:5][CH2:4][CH2:3][CH2:2]1, predict the reactants needed to synthesize it. The reactants are: [CH:1]1([NH:7][C:8]2[N:9]([C:17]3[CH:22]=[CH:21][CH:20]=[CH:19][CH:18]=3)[N:10]=[C:11]3[C:16]=2[CH:15]=[CH:14][CH:13]=[CH:12]3)[CH2:6][CH2:5][CH2:4][CH2:3][CH2:2]1.[F:23][C:24]1[CH:29]=[CH:28][CH:27]=[CH:26][C:25]=1[N:30]=[C:31]=[O:32]. (3) Given the product [Cl:1][C:2]1[CH:7]=[CH:6][CH:5]=[C:4]([CH3:8])[C:3]=1[NH:9][C:10]([C:12]1[S:16][C:15]([NH:17][C:18]2[CH:23]=[C:22]([N:24]3[CH2:25][CH2:26][N:27]([CH2:32][CH2:33][F:34])[CH2:28][CH2:29]3)[N:21]=[C:20]([CH3:30])[N:19]=2)=[N:14][CH:13]=1)=[O:11], predict the reactants needed to synthesize it. The reactants are: [Cl:1][C:2]1[CH:7]=[CH:6][CH:5]=[C:4]([CH3:8])[C:3]=1[NH:9][C:10]([C:12]1[S:16][C:15]([NH:17][C:18]2[CH:23]=[C:22]([N:24]3[CH2:29][CH2:28][NH:27][CH2:26][CH2:25]3)[N:21]=[C:20]([CH3:30])[N:19]=2)=[N:14][CH:13]=1)=[O:11].Br[CH2:32][CH2:33][F:34].C([O-])([O-])=O.[K+].[K+].[Na+].[I-].